From a dataset of Full USPTO retrosynthesis dataset with 1.9M reactions from patents (1976-2016). Predict the reactants needed to synthesize the given product. (1) Given the product [S:26]1[C:30]2[CH:31]=[C:32]([NH:35][C:2]3[CH:17]=[C:16]([NH:18][CH:19]4[CH2:24][CH2:23][CH2:22][CH:21]([OH:25])[CH2:20]4)[C:5]([C:6]([NH:8][CH2:9][C@@H:10]([F:15])[C:11]([OH:14])([CH3:13])[CH3:12])=[O:7])=[CH:4][N:3]=3)[CH:33]=[CH:34][C:29]=2[N:28]=[CH:27]1, predict the reactants needed to synthesize it. The reactants are: Cl[C:2]1[CH:17]=[C:16]([NH:18][C@H:19]2[CH2:24][CH2:23][CH2:22][CH:21]([OH:25])[CH2:20]2)[C:5]([C:6]([NH:8][CH2:9][CH:10]([F:15])[C:11]([OH:14])([CH3:13])[CH3:12])=[O:7])=[CH:4][N:3]=1.[S:26]1[C:30]2[CH:31]=[C:32]([NH2:35])[CH:33]=[CH:34][C:29]=2[N:28]=[CH:27]1.C(O)(C(F)(F)F)=O. (2) Given the product [CH3:38][S:39]([O:29][CH2:28][CH:25]1[CH2:26][CH2:27][N:22]([C:20](=[O:21])[CH2:19][C@@H:13]2[C:14](=[O:18])[NH:15][CH:16]=[CH:17][N:12]2[S:9]([C:5]2[CH:6]=[C:7]([CH3:8])[C:2]([Cl:1])=[CH:3][C:4]=2[CH3:30])(=[O:10])=[O:11])[CH2:23][CH2:24]1)(=[O:41])=[O:40], predict the reactants needed to synthesize it. The reactants are: [Cl:1][C:2]1[C:7]([CH3:8])=[CH:6][C:5]([S:9]([N:12]2[CH:17]=[CH:16][NH:15][C:14](=[O:18])[C@H:13]2[CH2:19][C:20]([N:22]2[CH2:27][CH2:26][CH:25]([CH2:28][OH:29])[CH2:24][CH2:23]2)=[O:21])(=[O:11])=[O:10])=[C:4]([CH3:30])[CH:3]=1.C(N(CC)CC)C.[CH3:38][S:39](Cl)(=[O:41])=[O:40].CCOC(C)=O.